This data is from Reaction yield outcomes from USPTO patents with 853,638 reactions. The task is: Predict the reaction yield, written as a fraction of the theoretical maximum amount of product (1.0 means a 100% yield; for example, 0.34 means a 34% yield). (1) The reactants are C([N:8]1[CH2:13][CH2:12][C:11]([S:21]([C:24]2[CH:29]=[CH:28][C:27]([C:30]3[CH:35]=[CH:34][C:33]([O:36][C:37]([F:42])([F:41])[CH:38]([F:40])[F:39])=[CH:32][CH:31]=3)=[CH:26][CH:25]=2)(=[O:23])=[O:22])([C:14]([O:16][C:17]([CH3:20])([CH3:19])[CH3:18])=[O:15])[CH2:10][CH2:9]1)C1C=CC=CC=1.C([O-])=O.[NH4+]. The catalyst is C(O)C.[Pd]. The product is [F:42][C:37]([F:41])([O:36][C:33]1[CH:34]=[CH:35][C:30]([C:27]2[CH:26]=[CH:25][C:24]([S:21]([C:11]3([C:14]([O:16][C:17]([CH3:19])([CH3:18])[CH3:20])=[O:15])[CH2:12][CH2:13][NH:8][CH2:9][CH2:10]3)(=[O:22])=[O:23])=[CH:29][CH:28]=2)=[CH:31][CH:32]=1)[CH:38]([F:39])[F:40]. The yield is 0.830. (2) The reactants are [CH2:1]([O:3][C:4](=[O:22])[CH2:5][NH:6][CH2:7][CH2:8][NH:9][S:10]([C:13]1[S:14][C:15]2[CH:21]=[CH:20][CH:19]=[CH:18][C:16]=2[N:17]=1)(=[O:12])=[O:11])[CH3:2].[CH3:23][S:24][CH2:25][CH2:26][O:27][C:28]([NH:30][C:31]1[NH:32][C:33](=[O:44])[C:34]2[N:35]=[CH:36][N:37]([CH2:40][C:41](O)=[O:42])[C:38]=2[N:39]=1)=[O:29]. No catalyst specified. The product is [CH2:1]([O:3][C:4](=[O:22])[CH2:5][N:6]([CH2:7][CH2:8][NH:9][S:10]([C:13]1[S:14][C:15]2[CH:21]=[CH:20][CH:19]=[CH:18][C:16]=2[N:17]=1)(=[O:12])=[O:11])[C:41](=[O:42])[CH2:40][N:37]1[CH:36]=[N:35][C:34]2[C:33](=[O:44])[NH:32][C:31]([NH:30][C:28]([O:27][CH2:26][CH2:25][S:24][CH3:23])=[O:29])=[N:39][C:38]1=2)[CH3:2]. The yield is 0.750. (3) The reactants are [CH3:1][CH2:2][C@H:3]1[O:18][C:16](=[O:17])[C@H:15]([CH3:19])[C@@H:14]([O:20][C@@H:21]2[O:26][C@@H:25]([CH3:27])[C@H:24]([OH:28])[C@@:23]([O:30][CH3:31])([CH3:29])[CH2:22]2)[C@H:13]([CH3:32])[C@@H:12]([O:33][C@@H:34]2[O:39][C@H:38]([CH3:40])[CH2:37][C@H:36]([N:41]([CH3:43])[CH3:42])[C@H:35]2[OH:44])[C@@:11]([O:46][CH3:47])([CH3:45])[CH2:10][C@@H:9]([CH3:48])[C:7](=[O:8])[C@H:6]([CH3:49])[C@@H:5]([OH:50])[C@@:4]1([OH:52])[CH3:51].[C:53]([OH:56])(=[O:55])[CH3:54]. The catalyst is C(OCC)(=O)C. The product is [CH3:1][CH2:2][C@H:3]1[O:18][C:16](=[O:17])[C@H:15]([CH3:19])[C@@H:14]([O:20][C@@H:21]2[O:26][C@@H:25]([CH3:27])[C@H:24]([OH:28])[C@@:23]([O:30][CH3:31])([CH3:29])[CH2:22]2)[C@H:13]([CH3:32])[C@@H:12]([O:33][C@@H:34]2[O:39][C@H:38]([CH3:40])[CH2:37][C@H:36]([N:41]([CH3:42])[CH3:43])[C@H:35]2[OH:44])[C@@:11]([O:46][CH3:47])([CH3:45])[CH2:10][C@@H:9]([CH3:48])[C:7](=[O:8])[C@H:6]([CH3:49])[C@@H:5]([OH:50])[C@@:4]1([OH:52])[CH3:51].[C:53]([O-:56])(=[O:55])[CH3:54]. The yield is 0.860. (4) The reactants are [NH:1]1[CH:5]=[N:4][N:3]=[N:2]1.[H-].[Na+].[CH2:8]([NH:20][C:21](=[O:41])[C:22]1[CH:27]=[C:26]([C:28]2[CH:33]=[CH:32][CH:31]=[C:30]([O:34][CH3:35])[CH:29]=2)[C:25]([O:36][CH2:37][CH2:38]Br)=[C:24]([Br:40])[CH:23]=1)[CH2:9][CH2:10][CH2:11][CH2:12][CH2:13][CH2:14][CH2:15][CH2:16][CH2:17][CH2:18][CH3:19].N[C@H](C(O)=O)[C@@H](C)O. The catalyst is C1COCC1.CCOC(C)=O.CS(C)=O. The product is [CH2:8]([NH:20][C:21]([C:22]1[CH:27]=[C:26]([C:28]2[CH:33]=[CH:32][CH:31]=[C:30]([O:34][CH3:35])[CH:29]=2)[C:25]([O:36][CH2:37][CH2:38][N:1]2[CH:5]=[N:4][N:3]=[N:2]2)=[C:24]([Br:40])[CH:23]=1)=[O:41])[CH2:9][CH2:10][CH2:11][CH2:12][CH2:13][CH2:14][CH2:15][CH2:16][CH2:17][CH2:18][CH3:19]. The yield is 0.250. (5) The reactants are Cl[C:2]1[N:3]=[CH:4][C:5]2[C:10]([CH:11]=1)=[C:9]([N+:12]([O-])=O)[CH:8]=[CH:7][CH:6]=2.[CH3:15][NH:16][CH3:17]. No catalyst specified. The product is [CH3:15][N:16]([CH3:17])[C:2]1[N:3]=[CH:4][C:5]2[CH:6]=[CH:7][CH:8]=[C:9]([NH2:12])[C:10]=2[CH:11]=1. The yield is 0.590. (6) The reactants are C(O)(=O)C.Cl[C:6]1[N:11]=[C:10]([CH:12]([CH3:14])[CH3:13])[CH:9]=[CH:8][N:7]=1.[Br:15][C:16]1[CH:17]=[C:18]([CH:20]=[C:21]([CH3:23])[CH:22]=1)[NH2:19]. The catalyst is O1CCOCC1. The product is [Br:15][C:16]1[CH:17]=[C:18]([NH:19][C:6]2[N:11]=[C:10]([CH:12]([CH3:14])[CH3:13])[CH:9]=[CH:8][N:7]=2)[CH:20]=[C:21]([CH3:23])[CH:22]=1. The yield is 0.980. (7) The product is [Cl:1][C:2]1[CH:10]=[CH:9][C:8]([S:15]([CH3:19])(=[O:17])=[O:14])=[CH:7][C:3]=1[C:4]([OH:6])=[O:5]. The yield is 0.700. The reactants are [Cl:1][C:2]1[CH:10]=[CH:9][C:8](SC)=[CH:7][C:3]=1[C:4]([OH:6])=[O:5].O[O:14][S:15]([O-:17])=O.[K+].[CH3:19]O. No catalyst specified. (8) The reactants are [OH-].[K+].OCS([O-])=O.[Na+].[NH2:9][C:10]1[C:11]([F:18])=[CH:12][C:13]([CH3:17])=[C:14]([SH:16])[CH:15]=1.[F:19][C:20]([F:24])([F:23])[CH2:21]I. The catalyst is CN(C=O)C.O. The product is [F:19][C:20]([F:24])([F:23])[CH2:21][S:16][C:14]1[CH:15]=[C:10]([C:11]([F:18])=[CH:12][C:13]=1[CH3:17])[NH2:9]. The yield is 0.990. (9) The catalyst is C1(C)C=CC=CC=1. The product is [C:1]([O:4][CH:5]1[CH2:6][N:7]([C:12]([O:14][CH2:15][CH3:16])=[O:13])[CH2:8][CH:9]=[CH:10]1)(=[O:3])[CH3:2]. The reactants are [C:1]([O:4][CH:5]1[CH:10](Br)[CH2:9][CH2:8][N:7]([C:12]([O:14][CH2:15][CH3:16])=[O:13])[CH2:6]1)(=[O:3])[CH3:2].C1CCN2C(=NCCC2)CC1. The yield is 0.854. (10) The reactants are C([Li])CCC.Br[C:7]1[S:20][C:10]2[C:11]3[CH:19]=[N:18][CH:17]=[CH:16][C:12]=3[O:13][CH2:14][CH2:15][C:9]=2[CH:8]=1.[Cl:21][C:22]1[CH:27]=[CH:26][CH:25]=[CH:24][C:23]=1[N:28]=[C:29]=[O:30].Cl.C([O-])(O)=O.[Na+]. The catalyst is CCCCCC.O1CCCC1. The product is [Cl:21][C:22]1[CH:27]=[CH:26][CH:25]=[CH:24][C:23]=1[NH:28][C:29]([C:7]1[S:20][C:10]2[C:11]3[CH:19]=[N:18][CH:17]=[CH:16][C:12]=3[O:13][CH2:14][CH2:15][C:9]=2[CH:8]=1)=[O:30]. The yield is 0.660.